Dataset: Forward reaction prediction with 1.9M reactions from USPTO patents (1976-2016). Task: Predict the product of the given reaction. Given the reactants [C:1]([OH:5])(=[O:4])[CH:2]=[O:3].[CH3:6][C@H:7]1[CH2:12][C@@H:11](O)[C@H:10]([CH:14]([CH3:16])[CH3:15])[CH2:9][CH2:8]1.S(=O)(=O)(O)O, predict the reaction product. The product is: [C:1]([O:5][CH:9]1[CH:10]([CH:14]([CH3:16])[CH3:15])[CH2:11][CH2:12][CH:7]([CH3:6])[CH2:8]1)(=[O:4])[CH:2]=[O:3].